This data is from HIV replication inhibition screening data with 41,000+ compounds from the AIDS Antiviral Screen. The task is: Binary Classification. Given a drug SMILES string, predict its activity (active/inactive) in a high-throughput screening assay against a specified biological target. (1) The compound is CC(C)(C)N1COCOC2CCCC21. The result is 0 (inactive). (2) The drug is O=C1C=C(O)C(=NO)c2ccccc21. The result is 0 (inactive). (3) The compound is Clc1ccc(Cl)c(N=Nc2cc3c4c(c2)CCN4CCC3)c1. The result is 0 (inactive). (4) The drug is CSC(=N)Nc1cccc2ccccc12.I. The result is 0 (inactive).